From a dataset of Full USPTO retrosynthesis dataset with 1.9M reactions from patents (1976-2016). Predict the reactants needed to synthesize the given product. (1) Given the product [S:16]1[C:17]2[CH:23]=[CH:22][CH:21]=[CH:20][C:18]=2[N:19]=[C:15]1[NH:14][C:11]([C:8]1[C:6]2[N:7]=[C:2]([Cl:1])[N:3]=[CH:4][C:5]=2[S:10][CH:9]=1)=[O:13], predict the reactants needed to synthesize it. The reactants are: [Cl:1][C:2]1[N:3]=[CH:4][C:5]2[S:10][CH:9]=[C:8]([C:11]([OH:13])=O)[C:6]=2[N:7]=1.[NH2:14][C:15]1[S:16][C:17]2[CH:23]=[CH:22][CH:21]=[CH:20][C:18]=2[N:19]=1.C(N(C(C)C)CC)(C)C.C1CN(C(ON2N=NC3C2=CC=CC=3)=[N+]2CCCC2)CC1.F[P-](F)(F)(F)(F)F. (2) Given the product [F:23][C:17]1[CH:18]=[C:19]([F:22])[CH:20]=[CH:21][C:16]=1[C:14]#[C:15][C:2]1[CH:3]=[CH:4][C:5]2[N:6]([C:8]([CH:11]([CH3:13])[CH3:12])=[N:9][N:10]=2)[N:7]=1, predict the reactants needed to synthesize it. The reactants are: Cl[C:2]1[CH:3]=[CH:4][C:5]2[N:6]([C:8]([CH:11]([CH3:13])[CH3:12])=[N:9][N:10]=2)[N:7]=1.[C:14]([C:16]1[CH:21]=[CH:20][C:19]([F:22])=[CH:18][C:17]=1[F:23])#[CH:15]. (3) Given the product [CH3:1][C:2]1([CH3:33])[CH2:7][NH:6][CH2:5][C:4]2[CH:20]=[C:21]([C:23]([NH:25][O:26][CH:27]3[CH2:32][CH2:31][CH2:30][CH2:29][O:28]3)=[O:24])[S:22][C:3]1=2, predict the reactants needed to synthesize it. The reactants are: [CH3:1][C:2]1([CH3:33])[CH2:7][N:6](S(C2C=CC=CC=2[N+]([O-])=O)(=O)=O)[CH2:5][C:4]2[CH:20]=[C:21]([C:23]([NH:25][O:26][CH:27]3[CH2:32][CH2:31][CH2:30][CH2:29][O:28]3)=[O:24])[S:22][C:3]1=2.C(=O)([O-])[O-].[Cs+].[Cs+].C1(S)C=CC=CC=1. (4) Given the product [F:33][C:12]([F:11])([F:32])[C:13]1[CH:27]=[C:26]([C:28]([F:31])([F:30])[F:29])[CH:25]=[CH:24][C:14]=1[CH2:15][N:16]1[CH2:21][CH2:20][CH:19](/[CH:22]=[C:9]2/[C:5]([NH:4][CH2:3][CH2:2][OH:1])=[N:6][C:7](=[O:10])[S:8]/2)[CH2:18][CH2:17]1, predict the reactants needed to synthesize it. The reactants are: [OH:1][CH2:2][CH2:3][NH:4][C:5]1[CH2:9][S:8][C:7](=[O:10])[N:6]=1.[F:11][C:12]([F:33])([F:32])[C:13]1[CH:27]=[C:26]([C:28]([F:31])([F:30])[F:29])[CH:25]=[CH:24][C:14]=1[CH2:15][N:16]1[CH2:21][CH2:20][CH:19]([CH:22]=O)[CH2:18][CH2:17]1.C([O-])(=O)C.[NH2+]1CCCCC1. (5) Given the product [CH3:16][N:15]([CH3:17])[C:6]1([C:9]2[CH:10]=[CH:11][CH:12]=[CH:13][CH:14]=2)[CH2:5][CH2:4][CH:3]([CH2:2][NH:1][C:25]([NH:26][CH:27]([CH3:38])[CH2:28][C:29]2[C:37]3[C:32](=[CH:33][CH:34]=[CH:35][CH:36]=3)[NH:31][CH:30]=2)=[O:24])[CH2:8][CH2:7]1, predict the reactants needed to synthesize it. The reactants are: [NH2:1][CH2:2][CH:3]1[CH2:8][CH2:7][C:6]([N:15]([CH3:17])[CH3:16])([C:9]2[CH:14]=[CH:13][CH:12]=[CH:11][CH:10]=2)[CH2:5][CH2:4]1.C1([O:24][C:25](=O)[NH:26][CH:27]([CH3:38])[CH2:28][C:29]2[C:37]3[C:32](=[CH:33][CH:34]=[CH:35][CH:36]=3)[NH:31][CH:30]=2)C=CC=CC=1.[OH-].[Na+]. (6) Given the product [C:46]([NH:50][C:37]([NH:36][C:32]1[C:33]([CH3:35])=[CH:34][C:29]2[O:28][CH2:27][C@H:26]([C:23]3[CH:24]=[CH:25][C:20]([CH:17]([CH3:19])[CH3:18])=[CH:21][CH:22]=3)[C:30]=2[C:31]=1[CH3:45])=[O:38])([CH3:49])([CH3:48])[CH3:47], predict the reactants needed to synthesize it. The reactants are: ClC(OCC(Cl)(Cl)Cl)=O.C(N(CC)CC)C.[CH:17]([C:20]1[CH:25]=[CH:24][C:23]([CH:26]2[C:30]3[C:31]([CH3:45])=[C:32]([NH:36][C:37](=O)[O:38]CC(Cl)(Cl)Cl)[C:33]([CH3:35])=[CH:34][C:29]=3[O:28][CH2:27]2)=[CH:22][CH:21]=1)([CH3:19])[CH3:18].[C:46]([NH2:50])([CH3:49])([CH3:48])[CH3:47].